This data is from Reaction yield outcomes from USPTO patents with 853,638 reactions. The task is: Predict the reaction yield, written as a fraction of the theoretical maximum amount of product (1.0 means a 100% yield; for example, 0.34 means a 34% yield). The reactants are [C:1]([O:9][C@@H:10]1[C@H:14]([CH2:15][O:16][C:17](=[O:24])[C:18]2[CH:23]=[CH:22][CH:21]=[CH:20][CH:19]=2)[O:13][C@H:12]([N:25]2[CH:32]=[CH:31][C:29](=[O:30])[NH:28][C:26]2=[O:27])[C@H:11]1[OH:33])(=[O:8])[C:2]1[CH:7]=[CH:6][CH:5]=[CH:4][CH:3]=1.C1(N=C=NC2CCCCC2)CCCCC1.ClC(Cl)C(O)=O.C(O)(=O)C(O)=O.[BH4-].[Na+]. The catalyst is C(OCC)(=O)C.CO.N1C=CC=CC=1.C1C=CC=CC=1.CS(C)=O. The product is [C:1]([O:9][C@H:10]1[C@H:14]([CH2:15][O:16][C:17](=[O:24])[C:18]2[CH:23]=[CH:22][CH:21]=[CH:20][CH:19]=2)[O:13][C@H:12]([N:25]2[CH:32]=[CH:31][C:29](=[O:30])[NH:28][C:26]2=[O:27])[C@@H:11]1[OH:33])(=[O:8])[C:2]1[CH:7]=[CH:6][CH:5]=[CH:4][CH:3]=1. The yield is 0.660.